Dataset: Forward reaction prediction with 1.9M reactions from USPTO patents (1976-2016). Task: Predict the product of the given reaction. (1) Given the reactants [CH3:1][C:2]1[C:6](B(O)O)=[C:5]([CH3:10])[O:4][N:3]=1.Br[C:12]1[CH:13]=[C:14]2[C:18](=[CH:19][CH:20]=1)[NH:17][C:16](=[O:21])[C:15]2([OH:28])[C:22]1[CH:27]=[CH:26][CH:25]=[CH:24][CH:23]=1.C([O-])([O-])=O.[Na+].[Na+].CC(=O)OCC, predict the reaction product. The product is: [CH3:1][C:2]1[C:6]([C:12]2[CH:13]=[C:14]3[C:18](=[CH:19][CH:20]=2)[NH:17][C:16](=[O:21])[C:15]3([OH:28])[C:22]2[CH:23]=[CH:24][CH:25]=[CH:26][CH:27]=2)=[C:5]([CH3:10])[O:4][N:3]=1. (2) Given the reactants [Cl:1][C:2]1[CH:3]=[N:4][C:5]2[NH:6][C:7]3[CH:8]=[CH:9][CH:10]=[C:11]([CH:23]=3)[CH2:12][NH:13][C:14]3[CH:22]=[C:18]([NH:19][C:20]=1[N:21]=2)[CH:17]=[CH:16][CH:15]=3.[C:24](Cl)(=[O:28])[CH2:25][CH2:26][CH3:27], predict the reaction product. The product is: [C:24]([N:13]1[CH2:12][C:11]2[CH:23]=[C:7]([CH:8]=[CH:9][CH:10]=2)[NH:6][C:5]2=[N:21][C:20](=[C:2]([Cl:1])[CH:3]=[N:4]2)[NH:19][C:18]2=[CH:22][C:14]1=[CH:15][CH:16]=[CH:17]2)(=[O:28])[CH2:25][CH2:26][CH3:27]. (3) Given the reactants [NH:1]1[C:5]2[CH:6]=[CH:7][CH:8]=[CH:9][C:4]=2[N:3]=[C:2]1[C:10]1[CH:11]=[C:12]([CH:14]=[CH:15][C:16]=1[Cl:17])[NH2:13].C([O-])([O-])=O.[Na+].[Na+].[CH3:24][C:25]1[CH:26]=[C:27]([C:34]2[CH:39]=[CH:38][CH:37]=[CH:36][CH:35]=2)[CH:28]=[CH:29][C:30]=1[C:31](Cl)=[O:32].O, predict the reaction product. The product is: [NH:1]1[C:5]2[CH:6]=[CH:7][CH:8]=[CH:9][C:4]=2[N:3]=[C:2]1[C:10]1[CH:11]=[C:12]([NH:13][C:31]([C:30]2[CH:29]=[CH:28][C:27]([C:34]3[CH:35]=[CH:36][CH:37]=[CH:38][CH:39]=3)=[CH:26][C:25]=2[CH3:24])=[O:32])[CH:14]=[CH:15][C:16]=1[Cl:17].